Dataset: Forward reaction prediction with 1.9M reactions from USPTO patents (1976-2016). Task: Predict the product of the given reaction. (1) Given the reactants [Br:1][C:2]1[C:7]([CH3:8])=[CH:6][CH:5]=[CH:4][C:3]=1[NH:9][C:10](=[O:14])[CH:11]=NO.CS(O)(=O)=[O:17], predict the reaction product. The product is: [Br:1][C:2]1[C:7]([CH3:8])=[CH:6][CH:5]=[C:4]2[C:3]=1[NH:9][C:10](=[O:14])[C:11]2=[O:17]. (2) Given the reactants C([O:3][C:4]([C:6]1([S:21]([C:24]2[CH:29]=[CH:28][C:27]([O:30][CH2:31][CH2:32][CH2:33][CH3:34])=[CH:26][CH:25]=2)(=[O:23])=[O:22])[CH2:11][CH2:10][N:9](OCCC2C=CC=CC=2)[CH2:8][CH2:7]1)=[O:5])C, predict the reaction product. The product is: [CH2:31]([O:30][C:27]1[CH:28]=[CH:29][C:24]([S:21]([C:6]2([C:4]([OH:3])=[O:5])[CH2:11][CH2:10][N:9]([CH2:32][CH2:31][O:30][C:27]3[CH:28]=[CH:29][CH:24]=[CH:25][CH:26]=3)[CH2:8][CH2:7]2)(=[O:22])=[O:23])=[CH:25][CH:26]=1)[CH2:32][CH2:33][CH3:34]. (3) Given the reactants [C:1]([O:5][C:6]([N:8]1[CH2:13][CH2:12][CH2:11][C@@H:10]([OH:14])[CH2:9]1)=[O:7])([CH3:4])([CH3:3])[CH3:2].[N:15]1([C:20]2[CH:25]=[CH:24][C:23](O)=[CH:22][CH:21]=2)[CH:19]=[CH:18][N:17]=[CH:16]1.C1(P(C2C=CC=CC=2)C2C=CC=CC=2)C=CC=CC=1.CCOC(/N=N/C(OCC)=O)=O, predict the reaction product. The product is: [C:1]([O:5][C:6]([N:8]1[CH2:13][CH2:12][CH2:11][C@@H:10]([O:14][C:23]2[CH:24]=[CH:25][C:20]([N:15]3[CH:19]=[CH:18][N:17]=[CH:16]3)=[CH:21][CH:22]=2)[CH2:9]1)=[O:7])([CH3:4])([CH3:2])[CH3:3]. (4) Given the reactants C[O:2][C:3](=[O:29])[CH:4]([NH:11][S:12]([C:15]1[CH:20]=[CH:19][C:18]([C:21]2[CH:26]=[CH:25][C:24]([O:27][CH3:28])=[CH:23][CH:22]=2)=[CH:17][CH:16]=1)(=[O:14])=[O:13])[CH:5]1[CH2:10][CH2:9][O:8][CH2:7][CH2:6]1.[CH3:30]OC(=O)C(N)C1CCOCC1.C(N(CC)CC)C.COC1C=C(S(Cl)(=O)=O)C(C2C=CC=CC=2)=CC=1, predict the reaction product. The product is: [CH3:28][O:27][C:24]1[CH:25]=[CH:26][C:21]([C:18]2[CH:19]=[CH:20][C:15]([S:12]([N:11]([CH:4]([CH:5]3[CH2:10][CH2:9][O:8][CH2:7][CH2:6]3)[C:3]([OH:2])=[O:29])[CH3:30])(=[O:14])=[O:13])=[CH:16][CH:17]=2)=[CH:22][CH:23]=1. (5) The product is: [F:14][C:15]1[CH:20]=[C:19]([S:21][C:22]([F:25])([F:24])[F:23])[CH:18]=[CH:17][C:16]=1[N:26]([CH3:30])[C:27]([NH:6][CH2:5][C:4]([O:3][CH3:2])=[O:7])=[O:28]. Given the reactants Cl.[CH3:2][O:3][C:4](=[O:7])[CH2:5][NH2:6].C(OC)(C)(C)C.[F:14][C:15]1[CH:20]=[C:19]([S:21][C:22]([F:25])([F:24])[F:23])[CH:18]=[CH:17][C:16]=1[N:26]([CH3:30])[C:27](Cl)=[O:28], predict the reaction product. (6) Given the reactants CS(O[CH2:6][C:7]1[CH:8]=[C:9]2[C:13](=[CH:14][CH:15]=1)[CH2:12][N:11]([C:16]([O:18][C:19]([CH3:22])([CH3:21])[CH3:20])=[O:17])[CH2:10]2)(=O)=O.C([O-])([O-])=O.[K+].[K+].[CH3:29][N:30]1[CH2:35][CH2:34][NH:33][CH2:32][CH2:31]1, predict the reaction product. The product is: [CH3:29][N:30]1[CH2:35][CH2:34][N:33]([CH2:6][C:7]2[CH:8]=[C:9]3[C:13](=[CH:14][CH:15]=2)[CH2:12][N:11]([C:16]([O:18][C:19]([CH3:22])([CH3:21])[CH3:20])=[O:17])[CH2:10]3)[CH2:32][CH2:31]1. (7) Given the reactants [CH3:1][N:2]([CH3:35])[C:3]([C:5]1[CH:10]=[CH:9][C:8]([C:11]2[CH:16]=[CH:15][C:14]([NH:17][C:18]([NH:20][C:21]3[CH:26]=[CH:25][CH:24]=[C:23]([C:27]([F:30])([F:29])[F:28])[CH:22]=3)=[O:19])=[C:13]([C:31](=[NH:34])[NH:32][NH2:33])[CH:12]=2)=[CH:7][CH:6]=1)=[O:4].C(N(CC)CC)C.Cl[C:44](Cl)([O:46]C(=O)OC(Cl)(Cl)Cl)Cl.C(=O)(O)[O-].[Na+], predict the reaction product. The product is: [CH3:1][N:2]([CH3:35])[C:3]([C:5]1[CH:10]=[CH:9][C:8]([C:11]2[CH:16]=[CH:15][C:14]([NH:17][C:18]([NH:20][C:21]3[CH:26]=[CH:25][CH:24]=[C:23]([C:27]([F:30])([F:29])[F:28])[CH:22]=3)=[O:19])=[C:13]([C:31]3[NH:34][C:44](=[O:46])[NH:33][N:32]=3)[CH:12]=2)=[CH:7][CH:6]=1)=[O:4]. (8) Given the reactants [F:1][C:2]([F:31])([F:30])[C:3]([CH3:29])([CH3:28])[CH2:4][N:5]1[CH2:10][CH2:9][CH:8]([CH2:11][NH:12][C:13]2[CH:18]=[CH:17][C:16]([C:19]3[CH:24]=[CH:23][C:22]([C:25]([OH:27])=O)=[CH:21][CH:20]=3)=[CH:15][CH:14]=2)[CH2:7][CH2:6]1.CCN=C=NCCCN(C)C.C1C=CC2N(O)N=NC=2C=1.CCN(C(C)C)C(C)C.[NH:62]1[CH2:66][CH2:65][C@H:64]([OH:67])[CH2:63]1, predict the reaction product. The product is: [OH:67][C@H:64]1[CH2:65][CH2:66][N:62]([C:25]([C:22]2[CH:23]=[CH:24][C:19]([C:16]3[CH:15]=[CH:14][C:13]([NH:12][CH2:11][CH:8]4[CH2:9][CH2:10][N:5]([CH2:4][C:3]([CH3:28])([CH3:29])[C:2]([F:1])([F:30])[F:31])[CH2:6][CH2:7]4)=[CH:18][CH:17]=3)=[CH:20][CH:21]=2)=[O:27])[CH2:63]1. (9) Given the reactants [CH2:1]([O:8][C:9]([N:11]1[CH2:15][C@@H:14]([O:16][CH3:17])[CH2:13][C@H:12]1[C:18]([OH:20])=[O:19])=[O:10])[C:2]1[CH:7]=[CH:6][CH:5]=[CH:4][CH:3]=1.[CH2:21](OCC)C.C[Si](C=[N+]=[N-])(C)C, predict the reaction product. The product is: [CH3:17][O:16][C@@H:14]1[CH2:15][N:11]([C:9]([O:8][CH2:1][C:2]2[CH:7]=[CH:6][CH:5]=[CH:4][CH:3]=2)=[O:10])[C@H:12]([C:18]([O:20][CH3:21])=[O:19])[CH2:13]1. (10) Given the reactants Cl[C:2]1[N:7]=[CH:6][C:5]([Br:8])=[CH:4][N:3]=1.[NH2:9][C@H:10]1[CH2:14][CH2:13][NH:12][CH2:11]1, predict the reaction product. The product is: [Br:8][C:5]1[CH:4]=[N:3][C:2]([N:12]2[CH2:13][CH2:14][C@H:10]([NH2:9])[CH2:11]2)=[N:7][CH:6]=1.